Dataset: Forward reaction prediction with 1.9M reactions from USPTO patents (1976-2016). Task: Predict the product of the given reaction. (1) Given the reactants [C:1]([O:7][CH3:8])(=[O:6])[CH2:2][C:3]([CH3:5])=[O:4].[CH3:9][Si:10]([CH3:15])([CH3:14])[CH2:11]CO, predict the reaction product. The product is: [C:1]([O:7][CH2:8][CH2:9][Si:10]([CH3:15])([CH3:14])[CH3:11])(=[O:6])[CH2:2][C:3]([CH3:5])=[O:4]. (2) Given the reactants [CH:1]1([C:9]([N:11]2[CH2:16][CH2:15][N:14]([CH:17]3[CH2:20][CH2:19][CH2:18]3)[CH2:13][CH2:12]2)=[O:10])[C:3]2([CH2:8][CH2:7][NH:6][CH2:5][CH2:4]2)[CH2:2]1.Br[CH2:22][C:23]([O:25][C:26]([CH3:29])([CH3:28])[CH3:27])=[O:24], predict the reaction product. The product is: [C:26]([O:25][C:23](=[O:24])[CH2:22][N:6]1[CH2:7][CH2:8][C:3]2([CH:1]([C:9]([N:11]3[CH2:16][CH2:15][N:14]([CH:17]4[CH2:18][CH2:19][CH2:20]4)[CH2:13][CH2:12]3)=[O:10])[CH2:2]2)[CH2:4][CH2:5]1)([CH3:29])([CH3:28])[CH3:27]. (3) Given the reactants [CH3:1][O:2]/[N:3]=[C:4]1\[CH2:5][N:6]([C:11]([C:13]2[CH:18]=[CH:17][C:16]([C:19]3[CH:24]=[CH:23][CH:22]=[CH:21][C:20]=3[CH3:25])=[CH:15][CH:14]=2)=[O:12])[C@H:7]([CH2:9][OH:10])[CH2:8]\1.CO/N=C1/CN(C(C2C=CC(C3C=CC=CC=3C)=CC=2)=O)[C@H](CO)C/1, predict the reaction product. The product is: [CH3:1][O:2][N:3]=[C:4]1[CH2:8][CH:7]([CH2:9][OH:10])[N:6]([C:11]([C:13]2[CH:18]=[CH:17][C:16]([C:19]3[CH:24]=[CH:23][CH:22]=[CH:21][C:20]=3[CH3:25])=[CH:15][CH:14]=2)=[O:12])[CH2:5]1.